From a dataset of Full USPTO retrosynthesis dataset with 1.9M reactions from patents (1976-2016). Predict the reactants needed to synthesize the given product. (1) Given the product [Br:17][CH:1]=[C:2]1[C:3]2[CH:16]=[CH:15][CH:14]=[CH:13][C:4]=2[CH2:5][CH2:6][C:7]2[CH:12]=[CH:11][CH:10]=[CH:9][C:8]1=2, predict the reactants needed to synthesize it. The reactants are: [CH2:1]=[C:2]1[C:8]2[CH:9]=[CH:10][CH:11]=[CH:12][C:7]=2[CH2:6][CH2:5][C:4]2[CH:13]=[CH:14][CH:15]=[CH:16][C:3]1=2.[Br-:17].[Br-].[Br-].CN(C)C1C=C[NH+]=CC=1.CN(C1C=C[NH+]=CC=1)C.CN(C1C=C[NH+]=CC=1)C. (2) Given the product [Cl:11][C:12]1[C:13]([F:52])=[C:14]([C@@H:18]2[C@:22]([C:25]3[CH:30]=[CH:29][C:28]([Cl:31])=[CH:27][C:26]=3[F:32])([C:23]#[N:24])[C@H:21]([CH2:33][C:34]([CH3:36])([CH3:37])[CH3:35])[NH:20][C@H:19]2[C:38]([NH:40][C:41]2[CH:49]=[CH:48][C:44]([C:45]([O:47][CH:3]([O:2][C:1]([O:6][CH:7]([CH3:9])[CH3:8])=[O:10])[CH3:4])=[O:46])=[CH:43][C:42]=2[O:50][CH3:51])=[O:39])[CH:15]=[CH:16][CH:17]=1, predict the reactants needed to synthesize it. The reactants are: [C:1](=[O:10])([O:6][CH:7]([CH3:9])[CH3:8])[O:2][CH:3](Cl)[CH3:4].[Cl:11][C:12]1[C:13]([F:52])=[C:14]([C@@H:18]2[C@:22]([C:25]3[CH:30]=[CH:29][C:28]([Cl:31])=[CH:27][C:26]=3[F:32])([C:23]#[N:24])[C@H:21]([CH2:33][C:34]([CH3:37])([CH3:36])[CH3:35])[NH:20][C@H:19]2[C:38]([NH:40][C:41]2[CH:49]=[CH:48][C:44]([C:45]([OH:47])=[O:46])=[CH:43][C:42]=2[O:50][CH3:51])=[O:39])[CH:15]=[CH:16][CH:17]=1.C(=O)([O-])[O-].[Cs+].[Cs+].